Dataset: Experimentally validated miRNA-target interactions with 360,000+ pairs, plus equal number of negative samples. Task: Binary Classification. Given a miRNA mature sequence and a target amino acid sequence, predict their likelihood of interaction. The miRNA is hsa-miR-92a-3p with sequence UAUUGCACUUGUCCCGGCCUGU. The protein sequence of the target gene is MAAGVEAAAEVAATEIKMEEESGAPGVPSGNGAPGPKGEGERPAQNEKRKEKNIKRGGNRFEPYANPTKRYRAFITNIPFDVKWQSLKDLVKEKVGEVTYVELLMDAEGKSRGCAVVEFKMEESMKKAAEVLNKHSLSGRPLKVKEDPDGEHARRAMQKVMATTGGMGMGPGGPGMITIPPSILNNPNIPNEIIHALQAGRLGSTVFVANLDYKVGWKKLKEVFSMAGVVVRADILEDKDGKSRGIGTVTFEQSIEAVQAISMFNGQLLFDRPMHVKMDERALPKGDFFPPERPQQLPHG.... Result: 1 (interaction).